From a dataset of NCI-60 drug combinations with 297,098 pairs across 59 cell lines. Regression. Given two drug SMILES strings and cell line genomic features, predict the synergy score measuring deviation from expected non-interaction effect. (1) Drug 1: C1=CN(C(=O)N=C1N)C2C(C(C(O2)CO)O)O.Cl. Drug 2: CCN(CC)CCNC(=O)C1=C(NC(=C1C)C=C2C3=C(C=CC(=C3)F)NC2=O)C. Cell line: T-47D. Synergy scores: CSS=1.36, Synergy_ZIP=-0.731, Synergy_Bliss=3.50, Synergy_Loewe=-10.9, Synergy_HSA=-2.93. (2) Drug 1: C1=NC2=C(N=C(N=C2N1C3C(C(C(O3)CO)O)O)F)N. Drug 2: CC1=C(C=C(C=C1)NC(=O)C2=CC=C(C=C2)CN3CCN(CC3)C)NC4=NC=CC(=N4)C5=CN=CC=C5. Cell line: NCIH23. Synergy scores: CSS=7.41, Synergy_ZIP=-2.71, Synergy_Bliss=1.69, Synergy_Loewe=-2.46, Synergy_HSA=1.22. (3) Drug 1: C1=C(C(=O)NC(=O)N1)F. Drug 2: C(CCl)NC(=O)N(CCCl)N=O. Cell line: TK-10. Synergy scores: CSS=27.3, Synergy_ZIP=6.03, Synergy_Bliss=6.58, Synergy_Loewe=0.316, Synergy_HSA=4.41. (4) Drug 1: CN1CCC(CC1)COC2=C(C=C3C(=C2)N=CN=C3NC4=C(C=C(C=C4)Br)F)OC. Drug 2: CC1=C(C=C(C=C1)C(=O)NC2=CC(=CC(=C2)C(F)(F)F)N3C=C(N=C3)C)NC4=NC=CC(=N4)C5=CN=CC=C5. Cell line: SW-620. Synergy scores: CSS=-2.88, Synergy_ZIP=2.24, Synergy_Bliss=1.53, Synergy_Loewe=-3.28, Synergy_HSA=-2.84.